Dataset: Full USPTO retrosynthesis dataset with 1.9M reactions from patents (1976-2016). Task: Predict the reactants needed to synthesize the given product. Given the product [CH3:11][O:10][CH2:9][C:8]1[CH:7]=[C:6]([O:12][CH:13]2[CH2:18][CH2:17][CH2:16][CH2:15][O:14]2)[CH:5]=[C:4]([B:27]2[O:31][C:30]([CH3:33])([CH3:32])[C:29]([CH3:35])([CH3:34])[O:28]2)[C:3]=1[CH:1]=[O:2], predict the reactants needed to synthesize it. The reactants are: [CH:1]([C:3]1[C:8]([CH2:9][O:10][CH3:11])=[CH:7][C:6]([O:12][CH:13]2[CH2:18][CH2:17][CH2:16][CH2:15][O:14]2)=[CH:5][C:4]=1OS(C(F)(F)F)(=O)=O)=[O:2].[B:27]1([B:27]2[O:31][C:30]([CH3:33])([CH3:32])[C:29]([CH3:35])([CH3:34])[O:28]2)[O:31][C:30]([CH3:33])([CH3:32])[C:29]([CH3:35])([CH3:34])[O:28]1.C([O-])(=O)C.[K+].